From a dataset of Full USPTO retrosynthesis dataset with 1.9M reactions from patents (1976-2016). Predict the reactants needed to synthesize the given product. (1) Given the product [Cl:24][C:23]1[CH:22]=[N:21][C:20]2[NH:1][C:2]3[CH:7]=[CH:6][CH:5]=[C:4]([CH:3]=3)[CH2:8][CH2:9][CH2:10][C:11]3[CH:12]=[C:13]([NH:17][C:18]=1[N:19]=2)[CH:14]=[CH:15][CH:16]=3, predict the reactants needed to synthesize it. The reactants are: [NH2:1][C:2]1[CH:3]=[C:4]([CH2:8][CH2:9][CH2:10][C:11]2[CH:12]=[C:13]([NH:17][C:18]3[C:23]([Cl:24])=[CH:22][N:21]=[C:20](Cl)[N:19]=3)[CH:14]=[CH:15][CH:16]=2)[CH:5]=[CH:6][CH:7]=1.Cl. (2) Given the product [C:21]([C:17]1[CH:16]=[C:15]([C:7]2[CH:8]=[C:9]([CH2:11][CH2:12][CH2:13][OH:14])[N:10]=[C:5]([C:26]#[N:27])[N:6]=2)[CH:20]=[CH:19][CH:18]=1)([CH3:22])([CH3:23])[CH3:24], predict the reactants needed to synthesize it. The reactants are: CS([C:5]1[N:10]=[C:9]([CH2:11][CH2:12][CH2:13][OH:14])[CH:8]=[C:7]([C:15]2[CH:20]=[CH:19][CH:18]=[C:17]([C:21]([CH3:24])([CH3:23])[CH3:22])[C:16]=2C)[N:6]=1)(=O)=O.[C-:26]#[N:27].[Na+].C(OCC)(=O)C. (3) Given the product [CH2:1]([O:3][C:4](=[O:31])[CH2:5][C:6]1[CH:11]=[CH:10][C:9]([O:12][CH3:13])=[C:8]([O:14][C:15]2[CH:20]=[CH:19][C:18]([NH2:21])=[CH:17][C:16]=2[CH2:24][N:25]([C:28](=[O:30])[CH3:29])[CH2:26][CH3:27])[CH:7]=1)[CH3:2], predict the reactants needed to synthesize it. The reactants are: [CH2:1]([O:3][C:4](=[O:31])[CH2:5][C:6]1[CH:11]=[CH:10][C:9]([O:12][CH3:13])=[C:8]([O:14][C:15]2[CH:20]=[CH:19][C:18]([N+:21]([O-])=O)=[CH:17][C:16]=2[CH2:24][N:25]([C:28](=[O:30])[CH3:29])[CH2:26][CH3:27])[CH:7]=1)[CH3:2].CN(C)N.C. (4) Given the product [Br:24][C:10]1[CH:1]=[C:2]2[C:7]3=[C:8]([CH2:11][CH2:12][CH2:13][N:6]3[CH2:5][C@H:4]3[CH2:14][N:15]([C:17]([O:19][C:20]([CH3:23])([CH3:22])[CH3:21])=[O:18])[CH2:16][C@@H:3]23)[CH:9]=1, predict the reactants needed to synthesize it. The reactants are: [CH:1]1[CH:10]=[CH:9][C:8]2[CH2:11][CH2:12][CH2:13][N:6]3[C:7]=2[C:2]=1[C@@H:3]1[CH2:16][N:15]([C:17]([O:19][C:20]([CH3:23])([CH3:22])[CH3:21])=[O:18])[CH2:14][C@@H:4]1[CH2:5]3.[Br:24]N1C(=O)CCC1=O. (5) Given the product [CH3:29][O:28][C:22]1[CH:21]=[C:20]([C:17]2[CH:18]=[C:19]3[C:14](=[CH:15][CH:16]=2)[N:13]=[CH:12][N:11]=[C:10]3[C:7]2[CH:8]=[CH:9][C:4]([C:3]([OH:32])=[O:2])=[C:5]([O:30][CH3:31])[CH:6]=2)[CH:25]=[CH:24][C:23]=1[O:26][CH3:27], predict the reactants needed to synthesize it. The reactants are: C[O:2][C:3](=[O:32])[C:4]1[CH:9]=[CH:8][C:7]([C:10]2[C:19]3[C:14](=[CH:15][CH:16]=[C:17]([C:20]4[CH:25]=[CH:24][C:23]([O:26][CH3:27])=[C:22]([O:28][CH3:29])[CH:21]=4)[CH:18]=3)[N:13]=[CH:12][N:11]=2)=[CH:6][C:5]=1[O:30][CH3:31].[Li+].[OH-].Cl. (6) Given the product [CH2:3]([O:10][CH2:11][CH:12]([NH:19][C:18](=[O:35])[C:17]([Cl:21])([Cl:20])[Cl:16])[CH:13]=[CH2:14])[C:4]1[CH:5]=[CH:6][CH:7]=[CH:8][CH:9]=1, predict the reactants needed to synthesize it. The reactants are: [H-].[Na+].[CH2:3]([O:10][CH2:11]/[CH:12]=[CH:13]\[CH2:14]O)[C:4]1[CH:9]=[CH:8][CH:7]=[CH:6][CH:5]=1.[Cl:16][C:17]([Cl:21])([Cl:20])[C:18]#[N:19].C1C2C(CCCC2)CCC1.C1C[O:35]CC1. (7) Given the product [N:13]([CH2:2][CH2:3][CH2:4][C:5]([C:7]1[CH:12]=[CH:11][CH:10]=[CH:9][CH:8]=1)=[O:6])=[N+:14]=[N-:15], predict the reactants needed to synthesize it. The reactants are: Cl[CH2:2][CH2:3][CH2:4][C:5]([C:7]1[CH:12]=[CH:11][CH:10]=[CH:9][CH:8]=1)=[O:6].[N-:13]=[N+:14]=[N-:15].[Na+].O.